From a dataset of Reaction yield outcomes from USPTO patents with 853,638 reactions. Predict the reaction yield, written as a fraction of the theoretical maximum amount of product (1.0 means a 100% yield; for example, 0.34 means a 34% yield). The reactants are [NH2:1][C@@H:2]1[C@H:7]([NH:8][C:9]2[N:14]=[C:13](Cl)[C:12]3[C:16](=[O:30])[N:17]([CH2:19][C:20]4[CH:25]=[CH:24][C:23]([O:26][CH3:27])=[CH:22][C:21]=4[O:28][CH3:29])[CH2:18][C:11]=3[C:10]=2[F:31])[CH2:6][CH2:5][O:4][CH2:3]1.[N:32]1[N:36]2[CH:37]=[CH:38][CH:39]=[CH:40][C:35]2=[C:34](B(O)O)[CH:33]=1.C([O-])(O)=O.[Na+]. The catalyst is O1CCOCC1.Cl[Pd](Cl)([P](C1C=CC=CC=1)(C1C=CC=CC=1)C1C=CC=CC=1)[P](C1C=CC=CC=1)(C1C=CC=CC=1)C1C=CC=CC=1. The product is [NH2:1][C@@H:2]1[C@H:7]([NH:8][C:9]2[N:14]=[C:13]([C:34]3[CH:33]=[N:32][N:36]4[CH:37]=[CH:38][CH:39]=[CH:40][C:35]=34)[C:12]3[C:16](=[O:30])[N:17]([CH2:19][C:20]4[CH:25]=[CH:24][C:23]([O:26][CH3:27])=[CH:22][C:21]=4[O:28][CH3:29])[CH2:18][C:11]=3[C:10]=2[F:31])[CH2:6][CH2:5][O:4][CH2:3]1. The yield is 1.00.